From a dataset of Full USPTO retrosynthesis dataset with 1.9M reactions from patents (1976-2016). Predict the reactants needed to synthesize the given product. (1) Given the product [Cl:16][C:13]1[CH:14]=[CH:15][C:10]([NH:9][C:7](=[O:8])[C:6]2[CH:23]=[CH:24][C:3]([CH2:2][N:25]3[CH2:30][CH2:29][O:28][CH2:27][CH2:26]3)=[CH:4][CH:5]=2)=[CH:11][C:12]=1[C:17]1[CH:22]=[CH:21][CH:20]=[CH:19][N:18]=1, predict the reactants needed to synthesize it. The reactants are: Br[CH2:2][C:3]1[CH:24]=[CH:23][C:6]([C:7]([NH:9][C:10]2[CH:15]=[CH:14][C:13]([Cl:16])=[C:12]([C:17]3[CH:22]=[CH:21][CH:20]=[CH:19][N:18]=3)[CH:11]=2)=[O:8])=[CH:5][CH:4]=1.[NH:25]1[CH2:30][CH2:29][O:28][CH2:27][CH2:26]1. (2) The reactants are: [O:1]1CCO[CH:2]1[C:6]1[CH:7]=[C:8]([N:12]2[CH2:16][CH2:15][CH2:14][CH2:13]2)[CH:9]=[CH:10][CH:11]=1.Cl.CCOC(C)=O. Given the product [N:12]1([C:8]2[CH:7]=[C:6]([CH:11]=[CH:10][CH:9]=2)[CH:2]=[O:1])[CH2:16][CH2:15][CH2:14][CH2:13]1, predict the reactants needed to synthesize it. (3) Given the product [C:15]([O:14][C:12]([CH:11]([C:8]1[CH:7]=[CH:6][C:5]([S:2]([NH:1][C:33]([NH:32][C:24]2[CH:23]=[C:22]([Cl:21])[CH:31]=[CH:30][C:25]=2[C:26]([O:28][CH3:29])=[O:27])=[O:34])(=[O:3])=[O:4])=[CH:10][CH:9]=1)[CH2:19][CH3:20])=[O:13])([CH3:16])([CH3:18])[CH3:17], predict the reactants needed to synthesize it. The reactants are: [NH2:1][S:2]([C:5]1[CH:10]=[CH:9][C:8]([CH:11]([CH2:19][CH3:20])[C:12]([O:14][C:15]([CH3:18])([CH3:17])[CH3:16])=[O:13])=[CH:7][CH:6]=1)(=[O:4])=[O:3].[Cl:21][C:22]1[CH:23]=[C:24]([NH:32][C:33](OC2C=CC=CC=2)=[O:34])[C:25](=[CH:30][CH:31]=1)[C:26]([O:28][CH3:29])=[O:27].